From a dataset of Catalyst prediction with 721,799 reactions and 888 catalyst types from USPTO. Predict which catalyst facilitates the given reaction. (1) Reactant: [C:1]1(=[O:10])[C:5]2=[CH:6][S:7][CH:8]=[C:4]2[C:3](=[O:9])O1.[NH2:11][CH:12]1[CH2:17][CH2:16][C:15](=[O:18])[NH:14][C:13]1=[O:19].C1N=CN(C(N2C=NC=C2)=O)C=1. Product: [O:19]=[C:13]1[CH:12]([N:11]2[C:3](=[O:9])[C:4]3=[CH:8][S:7][CH:6]=[C:5]3[C:1]2=[O:10])[CH2:17][CH2:16][C:15](=[O:18])[NH:14]1. The catalyst class is: 230. (2) Reactant: [OH-:1].[K+].[C:3]([O-:6])([O-:5])=O.[Na+].[Na+].Cl.[NH2:10][C:11]([NH2:13])=[NH:12].[C:25]([O:24][C:22](O[C:22]([O:24][C:25]([CH3:28])([CH3:27])[CH3:26])=[O:23])=[O:23])([CH3:28])([CH3:27])[CH3:26]. Product: [C:22]([NH:12][C:11]([NH:13][C:22]([O:24][C:25]([CH3:26])([CH3:27])[CH3:28])=[O:23])=[N:10][C:3]([O:6][C:25]([CH3:28])([CH3:27])[CH3:26])=[O:5])([O:24][C:25]([CH3:28])([CH3:27])[CH3:26])=[O:1]. The catalyst class is: 374.